Dataset: Retrosynthesis with 50K atom-mapped reactions and 10 reaction types from USPTO. Task: Predict the reactants needed to synthesize the given product. Given the product C#CC(C)(O)C(C)(C)CCCC, predict the reactants needed to synthesize it. The reactants are: C#C.CCCCC(C)(C)C(C)=O.